Dataset: Forward reaction prediction with 1.9M reactions from USPTO patents (1976-2016). Task: Predict the product of the given reaction. (1) Given the reactants [CH:1]1([NH:4][NH2:5])[CH2:3][CH2:2]1.[F:6][C:7]([F:19])([F:18])[C:8](=O)[CH2:9][C:10](=O)[C:11]([O:13][CH2:14][CH3:15])=[O:12], predict the reaction product. The product is: [CH:1]1([N:4]2[C:10]([C:11]([O:13][CH2:14][CH3:15])=[O:12])=[CH:9][C:8]([C:7]([F:6])([F:18])[F:19])=[N:5]2)[CH2:3][CH2:2]1. (2) Given the reactants [Br:1][C:2]1[CH:10]=[CH:9][C:5]([C:6](O)=[O:7])=[CH:4][C:3]=1[F:11].C(Cl)(=O)C([Cl:15])=O, predict the reaction product. The product is: [Br:1][C:2]1[CH:10]=[CH:9][C:5]([C:6]([Cl:15])=[O:7])=[CH:4][C:3]=1[F:11]. (3) Given the reactants [CH3:1][NH:2][C:3]([NH2:5])=[S:4].[CH3:6][O:7][C:8]([N:10]1[CH2:14][C@H:13]([C:15]2[CH:20]=[CH:19][C:18]([O:21][CH3:22])=[C:17]([O:23][CH:24]3[CH2:28][CH2:27][CH2:26][CH2:25]3)[CH:16]=2)[C@@:12]([C:30](=O)[CH2:31]Br)([CH3:29])[CH2:11]1)=[O:9], predict the reaction product. The product is: [CH3:6][O:7][C:8]([N:10]1[CH2:14][C@H:13]([C:15]2[CH:20]=[CH:19][C:18]([O:21][CH3:22])=[C:17]([O:23][CH:24]3[CH2:25][CH2:26][CH2:27][CH2:28]3)[CH:16]=2)[C@:12]([CH3:29])([C:30]2[N:5]=[C:3]([NH:2][CH3:1])[S:4][CH:31]=2)[CH2:11]1)=[O:9]. (4) Given the reactants [Br:1][CH2:2][CH2:3][CH2:4][CH2:5][CH2:6][CH3:7].FC(F)(F)S([N-]S(C(F)(F)F)(=O)=O)(=O)=O.[CH2:23]([N+:27]1(C)[CH2:31][CH2:30][CH2:29][CH2:28]1)CCC, predict the reaction product. The product is: [Br-:1].[CH2:2]([N+:27]1([CH3:23])[CH2:31][CH2:30][CH2:29][CH2:28]1)[CH2:3][CH2:4][CH2:5][CH2:6][CH3:7]. (5) Given the reactants [O:1]([CH2:8][C:9](Cl)=[O:10])[C:2]1[CH:7]=[CH:6][CH:5]=[CH:4][CH:3]=1.[CH:12]([NH:15][CH2:16][C:17]1[O:21][N:20]=[C:19]([C:22]2[CH:27]=[CH:26][CH:25]=[CH:24][CH:23]=2)[N:18]=1)([CH3:14])[CH3:13].C(N(CC)CC)C, predict the reaction product. The product is: [CH:12]([N:15]([CH2:16][C:17]1[O:21][N:20]=[C:19]([C:22]2[CH:27]=[CH:26][CH:25]=[CH:24][CH:23]=2)[N:18]=1)[C:9](=[O:10])[CH2:8][O:1][C:2]1[CH:7]=[CH:6][CH:5]=[CH:4][CH:3]=1)([CH3:14])[CH3:13]. (6) Given the reactants [O:1]([C:8]1[CH:14]=[CH:13][C:11]([NH2:12])=[CH:10][CH:9]=1)[C:2]1[CH:7]=[CH:6][CH:5]=[CH:4][CH:3]=1.C(N(CC)CC)C.[Cl:22][CH2:23][C:24](Cl)=[O:25], predict the reaction product. The product is: [O:1]([C:8]1[CH:9]=[CH:10][C:11]([NH:12][C:24](=[O:25])[CH2:23][Cl:22])=[CH:13][CH:14]=1)[C:2]1[CH:3]=[CH:4][CH:5]=[CH:6][CH:7]=1. (7) Given the reactants [CH2:1]([N:3]1[C:7]2[NH:8][CH2:9][CH2:10][S:11][CH:12]([C:13]3[CH:21]=[CH:20][C:16]([C:17]([OH:19])=O)=[CH:15][C:14]=3[CH3:22])[C:6]=2[C:5]([C:23]2[CH:28]=[CH:27][CH:26]=[CH:25][N:24]=2)=[N:4]1)[CH3:2].CCN(C(C)C)C(C)C.CN(C(ON1N=NC2C=CC=NC1=2)=[N+](C)C)C.F[P-](F)(F)(F)(F)F.[CH3:62][N:63]1[C:67]([NH2:68])=[CH:66][CH:65]=[N:64]1, predict the reaction product. The product is: [CH2:1]([N:3]1[C:7]2[NH:8][CH2:9][CH2:10][S:11][CH:12]([C:13]3[CH:21]=[CH:20][C:16]([C:17]([NH:68][C:67]4[N:63]([CH3:62])[N:64]=[CH:65][CH:66]=4)=[O:19])=[CH:15][C:14]=3[CH3:22])[C:6]=2[C:5]([C:23]2[CH:28]=[CH:27][CH:26]=[CH:25][N:24]=2)=[N:4]1)[CH3:2].